This data is from Peptide-MHC class I binding affinity with 185,985 pairs from IEDB/IMGT. The task is: Regression. Given a peptide amino acid sequence and an MHC pseudo amino acid sequence, predict their binding affinity value. This is MHC class I binding data. (1) The peptide sequence is RGVFVLGFL. The MHC is Mamu-B3901 with pseudo-sequence Mamu-B3901. The binding affinity (normalized) is 0.840. (2) The peptide sequence is SPKTPDYPL. The binding affinity (normalized) is 1.00. The MHC is HLA-B07:02 with pseudo-sequence HLA-B07:02. (3) The peptide sequence is RTEIIRMMESA. The MHC is HLA-A68:02 with pseudo-sequence HLA-A68:02. The binding affinity (normalized) is 0.226. (4) The peptide sequence is IAMESIVIW. The MHC is HLA-A29:02 with pseudo-sequence HLA-A29:02. The binding affinity (normalized) is 0.00349. (5) The peptide sequence is SWVPRLYQL. The MHC is H-2-Kb with pseudo-sequence H-2-Kb. The binding affinity (normalized) is 0.898.